Dataset: CYP3A4 substrate classification data from Carbon-Mangels et al.. Task: Regression/Classification. Given a drug SMILES string, predict its absorption, distribution, metabolism, or excretion properties. Task type varies by dataset: regression for continuous measurements (e.g., permeability, clearance, half-life) or binary classification for categorical outcomes (e.g., BBB penetration, CYP inhibition). Dataset: cyp3a4_substrate_carbonmangels. (1) The drug is CC(C)NC[C@H](O)COc1cccc2ccccc12. The result is 1 (substrate). (2) The result is 0 (non-substrate). The molecule is Cc1ccc(C(=O)[C@H](C)CN2CCCCC2)cc1. (3) The molecule is CN1CCC[C@H]1c1cccnc1. The result is 1 (substrate).